Predict which catalyst facilitates the given reaction. From a dataset of Catalyst prediction with 721,799 reactions and 888 catalyst types from USPTO. Reactant: [NH2:1][C@@H:2]1[C@@H:7]([O:8][CH2:9][C:10]2[CH:15]=[CH:14][CH:13]=[CH:12][CH:11]=2)[C@H:6]([O:16][CH2:17][C:18]2[CH:23]=[CH:22][CH:21]=[CH:20][CH:19]=2)[C@@H:5]([CH2:24][O:25][CH2:26][C:27]2[CH:32]=[CH:31][CH:30]=[CH:29][CH:28]=2)[CH2:4][C@@H:3]1[OH:33].[C:34](O[C:34]([O:36][C:37]([CH3:40])([CH3:39])[CH3:38])=[O:35])([O:36][C:37]([CH3:40])([CH3:39])[CH3:38])=[O:35]. Product: [CH2:9]([O:8][C@H:7]1[C@H:6]([O:16][CH2:17][C:18]2[CH:19]=[CH:20][CH:21]=[CH:22][CH:23]=2)[C@@H:5]([CH2:24][O:25][CH2:26][C:27]2[CH:32]=[CH:31][CH:30]=[CH:29][CH:28]=2)[CH2:4][C@H:3]([OH:33])[C@@H:2]1[NH:1][C:34](=[O:35])[O:36][C:37]([CH3:40])([CH3:39])[CH3:38])[C:10]1[CH:11]=[CH:12][CH:13]=[CH:14][CH:15]=1. The catalyst class is: 2.